This data is from Forward reaction prediction with 1.9M reactions from USPTO patents (1976-2016). The task is: Predict the product of the given reaction. (1) Given the reactants [CH2:1]1[C:11]2=[C:12]3[C:7](=[CH:8][CH:9]=[CH:10]2)[CH2:6][CH2:5][N:4]([CH2:13][CH2:14][CH2:15][NH2:16])[CH:3]3[CH2:2]1.C([O-])(O)=O.[Na+].[C:22](OC(=O)C)(=[O:24])[CH3:23], predict the reaction product. The product is: [CH2:1]1[C:11]2=[C:12]3[C:7](=[CH:8][CH:9]=[CH:10]2)[CH2:6][CH2:5][N:4]([CH2:13][CH2:14][CH2:15][NH:16][C:22](=[O:24])[CH3:23])[CH:3]3[CH2:2]1. (2) Given the reactants [OH-].[K+].[C:3]1([C:31]2[CH:36]=[CH:35][CH:34]=[CH:33][CH:32]=2)[CH:8]=[CH:7][C:6]([C:9]2[N:14]=[C:13]3[N:15]=[C:16]([O:18][C:19]4[CH:20]=[CH:21][C:22]([CH3:29])=[C:23]([CH:28]=4)[C:24]([O:26]C)=[O:25])[NH:17][C:12]3=[CH:11][C:10]=2[Cl:30])=[CH:5][CH:4]=1, predict the reaction product. The product is: [C:3]1([C:31]2[CH:32]=[CH:33][CH:34]=[CH:35][CH:36]=2)[CH:4]=[CH:5][C:6]([C:9]2[N:14]=[C:13]3[N:15]=[C:16]([O:18][C:19]4[CH:20]=[CH:21][C:22]([CH3:29])=[C:23]([CH:28]=4)[C:24]([OH:26])=[O:25])[NH:17][C:12]3=[CH:11][C:10]=2[Cl:30])=[CH:7][CH:8]=1. (3) Given the reactants [O:1]1[C:3]2([CH2:8][CH2:7][N:6]([C:9]([O:11][C:12]([CH3:15])([CH3:14])[CH3:13])=[O:10])[CH2:5][CH2:4]2)[CH2:2]1.[CH3:16][C:17]1([NH2:21])[CH2:20][CH2:19][CH2:18]1.[Al], predict the reaction product. The product is: [OH:1][C:3]1([CH2:2][NH:21][C:17]2([CH3:16])[CH2:20][CH2:19][CH2:18]2)[CH2:8][CH2:7][N:6]([C:9]([O:11][C:12]([CH3:15])([CH3:14])[CH3:13])=[O:10])[CH2:5][CH2:4]1. (4) Given the reactants [CH3:1][C:2]1[CH:7]=[C:6]([C:8]2[CH:13]=[CH:12][CH:11]=[C:10]([C:14]([F:17])([F:16])[F:15])[CH:9]=2)[NH:5][C:4](=[O:18])[C:3]=1[C:19]([OH:21])=[O:20].OS(O)(=O)=O.[CH3:27]O, predict the reaction product. The product is: [CH3:27][O:20][C:19]([C:3]1[C:4](=[O:18])[NH:5][C:6]([C:8]2[CH:13]=[CH:12][CH:11]=[C:10]([C:14]([F:16])([F:17])[F:15])[CH:9]=2)=[CH:7][C:2]=1[CH3:1])=[O:21]. (5) Given the reactants [F:1][C:2]1[CH:3]=[C:4]([C:30]2[C:31]([C:36]#[N:37])=[CH:32][CH:33]=[CH:34][CH:35]=2)[CH:5]=[CH:6][C:7]=1[CH2:8][C:9]1[C:10](=[O:29])[N:11]([C@H:22]2[CH2:27][CH2:26][C@H:25]([OH:28])[CH2:24][CH2:23]2)[C:12]2[N:13]([N:18]=[C:19]([CH3:21])[N:20]=2)[C:14]=1[CH2:15][CH2:16][CH3:17].C([O:40]C(=O)C(C)C[N+]#N)C.[C:48]1([CH3:54])[CH:53]=CC=[CH:50][CH:49]=1, predict the reaction product. The product is: [F:1][C:2]1[CH:3]=[C:4]([C:30]2[C:31]([C:36]#[N:37])=[CH:32][CH:33]=[CH:34][CH:35]=2)[CH:5]=[CH:6][C:7]=1[CH2:8][C:9]1[C:10](=[O:29])[N:11]([C@H:22]2[CH2:23][CH2:24][C@H:25]([O:28][CH:49]([CH3:50])[C:48]([OH:40])([CH3:54])[CH3:53])[CH2:26][CH2:27]2)[C:12]2[N:13]([N:18]=[C:19]([CH3:21])[N:20]=2)[C:14]=1[CH2:15][CH2:16][CH3:17].